This data is from Forward reaction prediction with 1.9M reactions from USPTO patents (1976-2016). The task is: Predict the product of the given reaction. (1) Given the reactants Br[CH2:2][C:3]([C:5]1[CH:12]=[CH:11][C:8]([C:9]#[N:10])=[CH:7][CH:6]=1)=[O:4].[NH:13]1[CH2:18][CH2:17][CH2:16][C@H:15]([CH2:19][C:20]([O:22][CH2:23][CH3:24])=[O:21])[CH2:14]1, predict the reaction product. The product is: [C:9]([C:8]1[CH:11]=[CH:12][C:5]([C:3](=[O:4])[CH2:2][N:13]2[CH2:18][CH2:17][CH2:16][C@H:15]([CH2:19][C:20]([O:22][CH2:23][CH3:24])=[O:21])[CH2:14]2)=[CH:6][CH:7]=1)#[N:10]. (2) The product is: [C:21]([O:25][C:26]([N:2]1[C@H:3]([C:11]([OH:13])=[O:12])[CH2:4][C:5]2[C:10](=[CH:9][CH:8]=[CH:7][CH:6]=2)[CH2:1]1)=[O:27])([CH3:24])([CH3:23])[CH3:22]. Given the reactants [CH2:1]1[C:10]2[C:5](=[CH:6][CH:7]=[CH:8][CH:9]=2)[CH2:4][C@@H:3]([C:11]([OH:13])=[O:12])[NH:2]1.C(N(CC)CC)C.[C:21]([O:25][C:26](ON=C(C1C=CC=CC=1)C#N)=[O:27])([CH3:24])([CH3:23])[CH3:22], predict the reaction product. (3) Given the reactants Br[C:2]1[CH:3]=[C:4]2[C:9](=[CH:10][CH:11]=1)[C:8]([N:12]1[CH2:17][CH2:16][O:15][CH2:14][CH2:13]1)=[N:7][N:6]=[CH:5]2.C([O-])(=O)C.[K+].CC1(C)C(C)(C)OB(B2OC(C)(C)C(C)(C)O2)O1.[CH:41]1([NH:44][C:45](=[O:53])[C:46]2[CH:51]=[CH:50][CH:49]=[C:48](I)[CH:47]=2)[CH2:43][CH2:42]1.O, predict the reaction product. The product is: [CH:41]1([NH:44][C:45](=[O:53])[C:46]2[CH:51]=[CH:50][CH:49]=[C:48]([C:2]3[CH:3]=[C:4]4[C:9](=[CH:10][CH:11]=3)[C:8]([N:12]3[CH2:17][CH2:16][O:15][CH2:14][CH2:13]3)=[N:7][N:6]=[CH:5]4)[CH:47]=2)[CH2:42][CH2:43]1. (4) Given the reactants [CH3:1][C:2]1[C:10]2[CH2:9][CH2:8][CH:7]3[CH2:11][CH2:12][CH2:13][CH2:14][CH:6]3[C:5]=2[N:4]([C:15]2[CH:20]=[CH:19][C:18]([OH:21])=[CH:17][CH:16]=2)[N:3]=1.Cl[CH2:23][CH2:24][CH2:25][N:26]1[CH2:30][CH2:29][CH2:28][CH2:27]1.[H-].[Na+].[I-].[Na+], predict the reaction product. The product is: [CH3:1][C:2]1[C:10]2[CH2:9][CH2:8][CH:7]3[CH2:11][CH2:12][CH2:13][CH2:14][CH:6]3[C:5]=2[N:4]([C:15]2[CH:20]=[CH:19][C:18]([O:21][CH2:23][CH2:24][CH2:25][N:26]3[CH2:30][CH2:29][CH2:28][CH2:27]3)=[CH:17][CH:16]=2)[N:3]=1. (5) Given the reactants Br[C:2]1[CH:7]=[CH:6][CH:5]=[CH:4][C:3]=1[CH2:8][N:9]1[C:14]2[N:15]=[C:16]([N:18]3[CH2:23][CH2:22][O:21][CH2:20][CH2:19]3)[S:17][C:13]=2[C:12](=[O:24])[N:11]=[CH:10]1.[CH2:25](B(O)O)[CH3:26].P([O-])([O-])([O-])=O.[K+].[K+].[K+].COC1C=CC=C(OC)C=1C1C=CC=CC=1P(C1CCCCC1)C1CCCCC1, predict the reaction product. The product is: [CH2:25]([C:2]1[CH:7]=[CH:6][CH:5]=[CH:4][C:3]=1[CH2:8][N:9]1[C:14]2[N:15]=[C:16]([N:18]3[CH2:23][CH2:22][O:21][CH2:20][CH2:19]3)[S:17][C:13]=2[C:12](=[O:24])[N:11]=[CH:10]1)[CH3:26]. (6) Given the reactants [C:1]([C@@H:4]([N:9]([CH2:20][C:21]1[CH:26]=[CH:25][C:24]([NH:27][C:28](=[O:31])[CH:29]=[CH2:30])=[CH:23][CH:22]=1)[S:10]([C:13]1[CH:18]=[CH:17][C:16]([Cl:19])=[CH:15][CH:14]=1)(=[O:12])=[O:11])[CH2:5][CH:6]([CH3:8])[CH3:7])(=[O:3])[NH2:2].[NH:32]1[CH2:37][CH2:36][CH2:35][CH2:34][CH2:33]1, predict the reaction product. The product is: [Cl:19][C:16]1[CH:17]=[CH:18][C:13]([S:10]([N:9]([C@H:4]([CH2:5][CH:6]([CH3:8])[CH3:7])[C:1]([NH2:2])=[O:3])[CH2:20][C:21]2[CH:26]=[CH:25][C:24]([NH:27][C:28](=[O:31])[CH2:29][CH2:30][N:32]3[CH2:37][CH2:36][CH2:35][CH2:34][CH2:33]3)=[CH:23][CH:22]=2)(=[O:12])=[O:11])=[CH:14][CH:15]=1. (7) Given the reactants [CH:1]1([C:7]([OH:38])([C:32]2[CH:37]=[CH:36][CH:35]=[CH:34][CH:33]=2)[C:8]([O:10][CH2:11][CH:12]2[CH2:17][CH2:16][N:15]([CH2:18][CH2:19][CH2:20][CH2:21][CH2:22][CH2:23][CH2:24][CH2:25][CH2:26][CH:27]3OCC[O:28]3)[CH2:14][CH2:13]2)=[O:9])[CH2:6][CH2:5][CH2:4][CH2:3][CH2:2]1.Cl, predict the reaction product. The product is: [CH:32]1([C:7]([OH:38])([C:1]2[CH:6]=[CH:5][CH:4]=[CH:3][CH:2]=2)[C:8]([O:10][CH2:11][CH:12]2[CH2:13][CH2:14][N:15]([CH2:18][CH2:19][CH2:20][CH2:21][CH2:22][CH2:23][CH2:24][CH2:25][CH2:26][CH:27]=[O:28])[CH2:16][CH2:17]2)=[O:9])[CH2:37][CH2:36][CH2:35][CH2:34][CH2:33]1.